This data is from Forward reaction prediction with 1.9M reactions from USPTO patents (1976-2016). The task is: Predict the product of the given reaction. (1) Given the reactants C=CC(=C)C.[CH:6]([C:9]([CH3:11])=[O:10])([CH3:8])[CH3:7], predict the reaction product. The product is: [CH:6]([C:9]([CH3:11])=[O:10])([CH3:8])[CH3:7].[CH:6]([C:9]([CH3:11])=[O:10])=[CH2:7]. (2) Given the reactants [C:1]([C@@H:3]1[CH2:7][CH2:6][CH2:5][N:4]1[C:8]([C@@H:10]1[C@H:15]2[CH2:16][C@H:12]([C:13](=O)[CH2:14]2)[N:11]1[C:18]([O:20][C:21]([CH3:24])([CH3:23])[CH3:22])=[O:19])=[O:9])#[N:2].Cl.[NH2:26][OH:27].C([O-])(=O)C.[Na+], predict the reaction product. The product is: [C:1]([C@@H:3]1[CH2:7][CH2:6][CH2:5][N:4]1[C:8]([C@@H:10]1[C@H:15]2[CH2:16][C@H:12](/[C:13](=[N:26]/[OH:27])/[CH2:14]2)[N:11]1[C:18]([O:20][C:21]([CH3:23])([CH3:22])[CH3:24])=[O:19])=[O:9])#[N:2].